This data is from Full USPTO retrosynthesis dataset with 1.9M reactions from patents (1976-2016). The task is: Predict the reactants needed to synthesize the given product. (1) Given the product [C:21]1([CH2:20][O:18][CH2:17][CH2:16][O:15][CH2:14][CH2:13][O:12][CH2:11][CH2:10][O:9][CH2:8][CH2:7][O:6][CH2:5][CH2:4][O:3][CH2:2][CH2:1][OH:19])[CH:26]=[CH:25][CH:24]=[CH:23][CH:22]=1, predict the reactants needed to synthesize it. The reactants are: [CH2:1]([OH:19])[CH2:2][O:3][CH2:4][CH2:5][O:6][CH2:7][CH2:8][O:9][CH2:10][CH2:11][O:12][CH2:13][CH2:14][O:15][CH2:16][CH2:17][OH:18].[CH2:20](Br)[C:21]1[CH:26]=[CH:25][CH:24]=[CH:23][CH:22]=1.C(OC(C)C)(C)C.[OH-].[Na+]. (2) Given the product [CH:1]([O:4][C:5]1[C:10]([NH:11][C:12]2[C:13]3[C:20]([CH3:21])=[C:19]([C:22]([OH:24])=[O:23])[S:18][C:14]=3[N:15]=[CH:16][N:17]=2)=[CH:9][CH:8]=[CH:7][N:6]=1)([CH3:3])[CH3:2], predict the reactants needed to synthesize it. The reactants are: [CH:1]([O:4][C:5]1[C:10]([NH:11][C:12]2[C:13]3[C:20]([CH3:21])=[C:19]([C:22]([O:24]C)=[O:23])[S:18][C:14]=3[N:15]=[CH:16][N:17]=2)=[CH:9][CH:8]=[CH:7][N:6]=1)([CH3:3])[CH3:2].[OH-].[Na+].Cl. (3) Given the product [Cl:1][C:2]1[CH:3]=[C:4]([C:11]2[CH:15]=[CH:14][N:13]([CH2:16][C@@H:17]([NH:19][C:20]([C:22]3[CH:26]=[C:25]([C:27]([OH:30])([CH3:29])[CH3:28])[O:24][N:23]=3)=[O:21])[CH3:18])[N:12]=2)[CH:5]=[C:6]([O:32][CH3:31])[C:7]=1[C:8]#[N:9], predict the reactants needed to synthesize it. The reactants are: [Cl:1][C:2]1[CH:3]=[C:4]([C:11]2[CH:15]=[CH:14][N:13]([CH2:16][C@@H:17]([NH:19][C:20]([C:22]3[CH:26]=[C:25]([C:27]([OH:30])([CH3:29])[CH3:28])[O:24][N:23]=3)=[O:21])[CH3:18])[N:12]=2)[CH:5]=[C:6](F)[C:7]=1[C:8]#[N:9].[C:31](=O)([O-])[O-:32].[Cs+].[Cs+]. (4) Given the product [CH2:1]([O:8][N:9]1[C:15](=[O:16])[N:14]2[CH2:17][C@H:10]1[CH2:11][CH2:12][C@H:13]2[C:18]([NH:23][N:24]([CH3:25])[CH3:32])=[O:20])[C:2]1[CH:3]=[CH:4][CH:5]=[CH:6][CH:7]=1, predict the reactants needed to synthesize it. The reactants are: [CH2:1]([O:8][N:9]1[C:15](=[O:16])[N:14]2[CH2:17][C@H:10]1[CH2:11][CH2:12][C@H:13]2[C:18]([OH:20])=O)[C:2]1[CH:7]=[CH:6][CH:5]=[CH:4][CH:3]=1.ON1C2C=CC=C[C:25]=2[N:24]=[N:23]1.Cl.[CH2:32](N=C=NCCCN(C)C)C. (5) Given the product [Cl:1][C:2]1[CH:7]=[CH:6][N:5]=[C:4]2[C:8]([C:11]([NH:13][C@H:14]3[CH2:19][CH2:18][CH2:17][CH2:16][C@@H:15]3[OH:20])=[O:12])=[CH:9][N:10]([CH2:23][C:24]3[CH:29]=[C:28]([CH3:30])[CH:27]=[CH:26][N:25]=3)[C:3]=12, predict the reactants needed to synthesize it. The reactants are: [Cl:1][C:2]1[CH:7]=[CH:6][N:5]=[C:4]2[C:8]([C:11]([NH:13][C@H:14]3[CH2:19][CH2:18][CH2:17][CH2:16][C@@H:15]3[OH:20])=[O:12])=[CH:9][NH:10][C:3]=12.Cl.Cl[CH2:23][C:24]1[CH:29]=[C:28]([CH3:30])[CH:27]=[CH:26][N:25]=1.C(=O)([O-])[O-].[Cs+].[Cs+]. (6) Given the product [CH2:1]([O:8][C:9]([N:11]1[CH2:16][CH2:15][C:14](=[O:17])[CH:13]([Br:18])[CH2:12]1)=[O:10])[C:2]1[CH:7]=[CH:6][CH:5]=[CH:4][CH:3]=1, predict the reactants needed to synthesize it. The reactants are: [CH2:1]([O:8][C:9]([N:11]1[CH2:16][CH2:15][C:14](=[O:17])[CH2:13][CH2:12]1)=[O:10])[C:2]1[CH:7]=[CH:6][CH:5]=[CH:4][CH:3]=1.[Br:18]Br.O. (7) Given the product [CH2:5]([O:12][C:13]([N:15]1[CH2:16][C@H:17]([O:47][CH2:48][C:49]2[CH:50]=[CH:51][C:52]3[O:57][CH2:56][CH2:55][N:54]([CH2:58][CH2:59][CH2:60][O:61][CH3:62])[C:53]=3[CH:63]=2)[C@@H:18]([C:33]2[CH:38]=[CH:37][C:36]([CH2:39][O:40][CH2:41][C@@H:42]([CH3:46])[CH2:43][O:44][CH3:45])=[CH:35][CH:34]=2)[C@H:19]([CH2:21][N:1]=[N+:2]=[N-:3])[CH2:20]1)=[O:14])[C:6]1[CH:11]=[CH:10][CH:9]=[CH:8][CH:7]=1, predict the reactants needed to synthesize it. The reactants are: [N-:1]=[N+:2]=[N-:3].[Na+].[CH2:5]([O:12][C:13]([N:15]1[CH2:20][C@@H:19]([CH2:21]OS(C2C=CC(C)=CC=2)(=O)=O)[C@H:18]([C:33]2[CH:38]=[CH:37][C:36]([CH2:39][O:40][CH2:41][C@@H:42]([CH3:46])[CH2:43][O:44][CH3:45])=[CH:35][CH:34]=2)[C@@H:17]([O:47][CH2:48][C:49]2[CH:50]=[CH:51][C:52]3[O:57][CH2:56][CH2:55][N:54]([CH2:58][CH2:59][CH2:60][O:61][CH3:62])[C:53]=3[CH:63]=2)[CH2:16]1)=[O:14])[C:6]1[CH:11]=[CH:10][CH:9]=[CH:8][CH:7]=1. (8) Given the product [F:33][C:32]1[C:25]([NH:1][CH2:2][C@@H:3]2[C@H:8]([CH3:9])[CH2:7][CH2:6][CH2:5][N:4]2[C:10](=[O:11])[C:12]2[CH:17]=[C:16]([CH3:18])[CH:15]=[CH:14][C:13]=2[N:19]2[N:23]=[CH:22][CH:21]=[N:20]2)=[N:26][CH:27]=[C:28]([CH:31]=1)[C:29]#[N:30], predict the reactants needed to synthesize it. The reactants are: [NH2:1][CH2:2][C@@H:3]1[C@H:8]([CH3:9])[CH2:7][CH2:6][CH2:5][N:4]1[C:10]([C:12]1[CH:17]=[C:16]([CH3:18])[CH:15]=[CH:14][C:13]=1[N:19]1[N:23]=[CH:22][CH:21]=[N:20]1)=[O:11].Cl[C:25]1[C:32]([F:33])=[CH:31][C:28]([C:29]#[N:30])=[CH:27][N:26]=1.